Dataset: Full USPTO retrosynthesis dataset with 1.9M reactions from patents (1976-2016). Task: Predict the reactants needed to synthesize the given product. (1) Given the product [Cl:1][C:2]1[N:7]=[C:6]([N:8]([C:9]2[CH:14]=[C:13]([N+:15]([O-:17])=[O:16])[CH:12]=[CH:11][C:10]=2[F:18])[CH3:20])[C:5]([Cl:19])=[CH:4][N:3]=1, predict the reactants needed to synthesize it. The reactants are: [Cl:1][C:2]1[N:7]=[C:6]([NH:8][C:9]2[CH:14]=[C:13]([N+:15]([O-:17])=[O:16])[CH:12]=[CH:11][C:10]=2[F:18])[C:5]([Cl:19])=[CH:4][N:3]=1.[C:20](=O)([O-])[O-].[K+].[K+].CI. (2) Given the product [CH:1]1([CH2:5][C:6]2[N:7]=[C:8]([C:11]3[S:15][C:14]([CH2:16][C:17]([CH3:23])([CH3:22])[C:18]([OH:20])=[O:19])=[N:13][N:12]=3)[S:9][C:10]=2[C:48]2[CH:53]=[CH:52][C:51]([S:54](=[O:55])(=[O:56])[NH:57][C@@H:58]([CH3:63])[C:59]([F:61])([F:62])[F:60])=[C:50]([Cl:64])[C:49]=2[Cl:65])[CH2:4][CH2:3][CH2:2]1, predict the reactants needed to synthesize it. The reactants are: [CH:1]1([CH2:5][C:6]2[N:7]=[C:8]([C:11]3[S:15][C:14]([CH2:16][C:17]([CH3:23])([CH3:22])[C:18]([O:20]C)=[O:19])=[N:13][N:12]=3)[S:9][CH:10]=2)[CH2:4][CH2:3][CH2:2]1.C1(CC2N=C(C3OC(CC(C)(C)C(OC)=O)=NN=3)SC=2)CCC1.Br[C:48]1[CH:53]=[CH:52][C:51]([S:54]([NH:57][C@@H:58]([CH3:63])[C:59]([F:62])([F:61])[F:60])(=[O:56])=[O:55])=[C:50]([Cl:64])[C:49]=1[Cl:65].